The task is: Predict the product of the given reaction.. This data is from Forward reaction prediction with 1.9M reactions from USPTO patents (1976-2016). (1) Given the reactants [F:1][C:2]1[CH:7]=[CH:6][CH:5]=[CH:4][C:3]=1[NH:8][NH:9][C:10](=[O:19])[C:11]1[C:16]([F:17])=[CH:15][CH:14]=[CH:13][C:12]=1N.N([O-])=O.[Na+], predict the reaction product. The product is: [F:17][C:16]1[CH:15]=[CH:14][CH:13]=[C:12]2[C:11]=1[C:10]([OH:19])=[N:9][N:8]2[C:3]1[CH:4]=[CH:5][CH:6]=[CH:7][C:2]=1[F:1]. (2) Given the reactants [NH2:1][C:2]1[CH:21]=[CH:20][C:5]([CH2:6][NH:7][C:8]2[CH:13]=[CH:12][C:11]([N+:14]([O-:16])=[O:15])=[CH:10][C:9]=2[N+:17]([O-])=[O:18])=[CH:4][CH:3]=1.C[O-].[Na+].C(O)(=O)CC(CC(O)=O)(C(O)=O)O, predict the reaction product. The product is: [N+:14]([C:11]1[CH:12]=[CH:13][C:8]2[N:7]=[C:6]([C:5]3[CH:20]=[CH:21][C:2]([NH2:1])=[CH:3][CH:4]=3)[N:17]([OH:18])[C:9]=2[CH:10]=1)([O-:16])=[O:15]. (3) Given the reactants CN(C)[CH:3]=[O:4].FC(F)(F)S(O[C:12]1[CH:13]([CH3:25])[CH2:14][N:15]([C:18]2[C:23]([CH3:24])=[CH:22][CH:21]=[CH:20][N:19]=2)[CH2:16][CH:17]=1)(=O)=O.C1(P(C2C=CC=CC=2)C2C=CC=CC=2)C=CC=CC=1.C(N(CC)CC)C.[CH3:54][OH:55], predict the reaction product. The product is: [CH3:25][CH:13]1[C:12]([C:54]([O:4][CH3:3])=[O:55])=[CH:17][CH2:16][N:15]([C:18]2[C:23]([CH3:24])=[CH:22][CH:21]=[CH:20][N:19]=2)[CH2:14]1. (4) Given the reactants [C:1]1([PH:7](=[O:15])[O:8][CH:9]2[CH2:14][CH2:13][CH2:12][CH2:11][CH2:10]2)[CH:6]=[CH:5][CH:4]=[CH:3][CH:2]=1.[CH2:16]=[CH:17][CH2:18][CH2:19][CH2:20][CH2:21][CH2:22][CH3:23], predict the reaction product. The product is: [C:1]1([P:7](/[CH:16]=[CH:17]/[CH2:18][CH2:19][CH2:20][CH2:21][CH2:22][CH3:23])(=[O:15])[O:8][CH:9]2[CH2:14][CH2:13][CH2:12][CH2:11][CH2:10]2)[CH:2]=[CH:3][CH:4]=[CH:5][CH:6]=1.